This data is from Aqueous solubility values for 9,982 compounds from the AqSolDB database. The task is: Regression/Classification. Given a drug SMILES string, predict its absorption, distribution, metabolism, or excretion properties. Task type varies by dataset: regression for continuous measurements (e.g., permeability, clearance, half-life) or binary classification for categorical outcomes (e.g., BBB penetration, CYP inhibition). For this dataset (solubility_aqsoldb), we predict Y. (1) The compound is [O-2].[O-2].[O-2].[O-2].[O-2].[Pb+2].[Ti+4].[Zr+4]. The Y is -5.10 log mol/L. (2) The drug is O=C(O)C(Cl)Cl. The Y is 0.890 log mol/L.